Dataset: Reaction yield outcomes from USPTO patents with 853,638 reactions. Task: Predict the reaction yield, written as a fraction of the theoretical maximum amount of product (1.0 means a 100% yield; for example, 0.34 means a 34% yield). (1) The reactants are [C:1]1(=[O:7])[O:6][C:4](=[O:5])[CH2:3][CH2:2]1.[CH2:8]([OH:15])[C:9]1[CH:14]=[CH:13][CH:12]=[CH:11][CH:10]=1. The catalyst is ClCCl.CN(C1C=CN=CC=1)C. The product is [CH2:8]([O:15][C:4](=[O:5])[CH2:3][CH2:2][C:1]([OH:6])=[O:7])[C:9]1[CH:14]=[CH:13][CH:12]=[CH:11][CH:10]=1. The yield is 0.710. (2) The reactants are C[O:2][C:3]1[CH:12]=[C:11]2[C:6]([CH2:7][CH2:8][C:9](=[O:13])[NH:10]2)=[CH:5][CH:4]=1.B(Br)(Br)Br. The catalyst is C(Cl)Cl. The product is [OH:2][C:3]1[CH:12]=[C:11]2[C:6]([CH2:7][CH2:8][C:9](=[O:13])[NH:10]2)=[CH:5][CH:4]=1. The yield is 0.750. (3) The reactants are [OH-].[Na+].C([O:5][C:6]([C:8]1[CH:12]=[C:11]([CH2:13][O:14][C:15]2[CH:20]=[CH:19][CH:18]=[CH:17][CH:16]=2)[NH:10][N:9]=1)=[O:7])C. The catalyst is CO. The product is [O:14]([CH2:13][C:11]1[NH:10][N:9]=[C:8]([C:6]([OH:7])=[O:5])[CH:12]=1)[C:15]1[CH:20]=[CH:19][CH:18]=[CH:17][CH:16]=1. The yield is 0.884. (4) The reactants are [F:1][C:2]([F:17])([C:6]1[C:11]([F:12])=[CH:10][C:9]([C:13]([F:16])([F:15])[F:14])=[CH:8][N:7]=1)[C:3]([O-])=[O:4].[BH4-].[Na+]. The catalyst is C(O)C. The product is [F:17][C:2]([F:1])([C:6]1[C:11]([F:12])=[CH:10][C:9]([C:13]([F:14])([F:15])[F:16])=[CH:8][N:7]=1)[CH2:3][OH:4]. The yield is 0.930. (5) The reactants are [CH3:1][O:2][C:3](=[O:24])[C:4]1[CH:9]=[CH:8][C:7]([CH2:10][C:11]([C:13]2[C:18]([O:19][CH3:20])=[CH:17][CH:16]=[C:15](Br)[C:14]=2[O:22][CH3:23])=[O:12])=[CH:6][CH:5]=1.[S:25]1[CH:29]=[CH:28][CH:27]=[C:26]1B(O)O.C1COCC1.[F-].[K+]. The catalyst is O.[Pd].C(P(C(C)(C)C)C(C)(C)C)(C)(C)C.C(P(C(C)(C)C)C(C)(C)C)(C)(C)C. The product is [CH3:1][O:2][C:3](=[O:24])[C:4]1[CH:9]=[CH:8][C:7]([CH2:10][C:11]([C:13]2[C:18]([O:19][CH3:20])=[CH:17][CH:16]=[C:15]([C:26]3[S:25][CH:29]=[CH:28][CH:27]=3)[C:14]=2[O:22][CH3:23])=[O:12])=[CH:6][CH:5]=1. The yield is 0.650. (6) The reactants are C([O:3][C:4]([C:6]1([NH:15][C:16](=[O:29])[C:17]2[CH:22]=[CH:21][CH:20]=[C:19]([CH3:23])[C:18]=2[CH:24]=[CH:25][CH2:26][O:27][CH3:28])[CH2:14][C:13]2[C:8](=[CH:9][CH:10]=[CH:11][CH:12]=2)[CH2:7]1)=[O:5])C.[OH-].[K+].O. The catalyst is CCO. The product is [CH3:28][O:27][CH2:26][CH:25]=[CH:24][C:18]1[C:19]([CH3:23])=[CH:20][CH:21]=[CH:22][C:17]=1[C:16]([NH:15][C:6]1([C:4]([OH:5])=[O:3])[CH2:7][C:8]2[C:13](=[CH:12][CH:11]=[CH:10][CH:9]=2)[CH2:14]1)=[O:29]. The yield is 0.620. (7) The reactants are [Cl:1][C:2]1[CH:10]=[CH:9][C:8]([OH:11])=[CH:7][C:3]=1[C:4]([NH2:6])=[O:5].C(=O)([O-])[O-].[K+].[K+].[CH2:18](Br)[CH3:19]. The catalyst is CN(C=O)C. The product is [Cl:1][C:2]1[CH:10]=[CH:9][C:8]([O:11][CH2:18][CH3:19])=[CH:7][C:3]=1[C:4]([NH2:6])=[O:5]. The yield is 0.770. (8) The reactants are CN(C(ON1N=NC2C=CC=NC1=2)=[N+](C)C)C.F[P-](F)(F)(F)(F)F.[CH3:25][C:26]([NH2:29])([CH3:28])[CH3:27].[F:30][CH:31]([F:63])[O:32][C:33]1[CH:34]=[C:35]2[C:39](=[CH:40][CH:41]=1)[N:38]([CH3:42])[N:37]=[C:36]2[C:43]1[N:44]=[C:45]2[C:51]([C:52](O)=[O:53])=[CH:50][N:49]([CH2:55][O:56][CH2:57][CH2:58][Si:59]([CH3:62])([CH3:61])[CH3:60])[C:46]2=[N:47][CH:48]=1. The yield is 1.00. The product is [C:26]([NH:29][C:52]([C:51]1[C:45]2[C:46](=[N:47][CH:48]=[C:43]([C:36]3[C:35]4[C:39](=[CH:40][CH:41]=[C:33]([O:32][CH:31]([F:30])[F:63])[CH:34]=4)[N:38]([CH3:42])[N:37]=3)[N:44]=2)[N:49]([CH2:55][O:56][CH2:57][CH2:58][Si:59]([CH3:62])([CH3:61])[CH3:60])[CH:50]=1)=[O:53])([CH3:28])([CH3:27])[CH3:25]. The catalyst is CN(C=O)C. (9) The reactants are I[C:2]1[C:10]2[C:5](=[N:6][CH:7]=[N:8][C:9]=2[NH2:11])[N:4]([C:12]([C:25]2[CH:30]=[CH:29][CH:28]=[CH:27][CH:26]=2)([C:19]2[CH:24]=[CH:23][CH:22]=[CH:21][CH:20]=2)[C:13]2[CH:18]=[CH:17][CH:16]=[CH:15][CH:14]=2)[N:3]=1.[C:31]1(B(O)O)[CH:36]=[CH:35][CH:34]=[CH:33][CH:32]=1.C(=O)([O-])[O-].[Na+].[Na+]. The catalyst is CN(C)C=O.O.C1C=CC([P]([Pd]([P](C2C=CC=CC=2)(C2C=CC=CC=2)C2C=CC=CC=2)([P](C2C=CC=CC=2)(C2C=CC=CC=2)C2C=CC=CC=2)[P](C2C=CC=CC=2)(C2C=CC=CC=2)C2C=CC=CC=2)(C2C=CC=CC=2)C2C=CC=CC=2)=CC=1. The product is [C:31]1([C:2]2[C:10]3[C:5](=[N:6][CH:7]=[N:8][C:9]=3[NH2:11])[N:4]([C:12]([C:25]3[CH:30]=[CH:29][CH:28]=[CH:27][CH:26]=3)([C:19]3[CH:24]=[CH:23][CH:22]=[CH:21][CH:20]=3)[C:13]3[CH:18]=[CH:17][CH:16]=[CH:15][CH:14]=3)[N:3]=2)[CH:36]=[CH:35][CH:34]=[CH:33][CH:32]=1. The yield is 0.450. (10) The reactants are [Cl:1][C:2]1[CH:3]=[C:4]2[O:8][C:7]([C:9]3[CH:13]=[CH:12][S:11][CH:10]=3)=[N:6][C:5]2=[C:14]([C:16]([OH:18])=O)[CH:15]=1.Cl.Cl.[NH2:21][CH:22]1[CH2:29][CH:28]2[N:30]([CH3:31])[CH:24]([CH2:25][CH2:26][CH2:27]2)[CH2:23]1.Cl.C(N=C=NCCCN(C)C)C.ON1C2C=CC=CC=2N=N1.C(N(CC)CC)C. The catalyst is CN(C=O)C.ClCCl. The product is [CH3:31][N:30]1[CH:24]2[CH2:25][CH2:26][CH2:27][CH:28]1[CH2:29][CH:22]([NH:21][C:16]([C:14]1[CH:15]=[C:2]([Cl:1])[CH:3]=[C:4]3[O:8][C:7]([C:9]4[CH:13]=[CH:12][S:11][CH:10]=4)=[N:6][C:5]=13)=[O:18])[CH2:23]2. The yield is 0.290.